This data is from Reaction yield outcomes from USPTO patents with 853,638 reactions. The task is: Predict the reaction yield, written as a fraction of the theoretical maximum amount of product (1.0 means a 100% yield; for example, 0.34 means a 34% yield). (1) The reactants are [F:1][C:2]1[CH:15]=[C:14]([CH2:16][CH2:17][N+:18]([O-:20])=O)[CH:13]=[CH:12][C:3]=1[O:4][CH2:5][C:6]1[CH:11]=[CH:10][CH:9]=[CH:8][N:7]=1.C[O-].[Li+].C(=O)(O)[O-].[Na+].[C:29]([C:31]1[C:32]([NH2:38])=[N:33][C:34]([NH2:37])=[CH:35][CH:36]=1)#[CH:30].C(N(CC)CC)C. The catalyst is [Ti](Cl)(Cl)(Cl)Cl.O.O1CCCC1.C(OCC)(=O)C.CO. The product is [F:1][C:2]1[CH:15]=[C:14]([CH:13]=[CH:12][C:3]=1[O:4][CH2:5][C:6]1[CH:11]=[CH:10][CH:9]=[CH:8][N:7]=1)[CH2:16][C:17]1[CH:30]=[C:29]([C:31]2[C:32]([NH2:38])=[N:33][C:34]([NH2:37])=[CH:35][CH:36]=2)[O:20][N:18]=1. The yield is 0.397. (2) The reactants are Br[C:2]1[C:3]([F:28])=[C:4]([N:8]2[CH:13]=[C:12]([O:14][CH3:15])[C:11](=[O:16])[C:10]([C:17]3[N:21]([C:22]4[CH:27]=[CH:26][CH:25]=[CH:24][CH:23]=4)[N:20]=[CH:19][CH:18]=3)=[N:9]2)[CH:5]=[CH:6][CH:7]=1.[N:29]1[CH:34]=[CH:33][CH:32]=[C:31](B(O)O)[CH:30]=1.C([O-])([O-])=O.[Na+].[Na+].C([O-])(O)=O.[Na+]. The catalyst is COCCOC.O.C1C=CC([P]([Pd]([P](C2C=CC=CC=2)(C2C=CC=CC=2)C2C=CC=CC=2)([P](C2C=CC=CC=2)(C2C=CC=CC=2)C2C=CC=CC=2)[P](C2C=CC=CC=2)(C2C=CC=CC=2)C2C=CC=CC=2)(C2C=CC=CC=2)C2C=CC=CC=2)=CC=1. The product is [F:28][C:3]1[C:2]([C:31]2[CH:30]=[N:29][CH:34]=[CH:33][CH:32]=2)=[CH:7][CH:6]=[CH:5][C:4]=1[N:8]1[CH:13]=[C:12]([O:14][CH3:15])[C:11](=[O:16])[C:10]([C:17]2[N:21]([C:22]3[CH:27]=[CH:26][CH:25]=[CH:24][CH:23]=3)[N:20]=[CH:19][CH:18]=2)=[N:9]1. The yield is 0.480. (3) The reactants are [CH3:1][N:2]1[C:8](=[O:9])[CH2:7][C:6]2[CH:10]=[CH:11][CH:12]=[CH:13][C:5]=2[CH:4]=[CH:3]1.[N:14](OCCC(C)C)=[O:15].[Li+].C[Si]([N-][Si](C)(C)C)(C)C.Cl. The catalyst is C1COCC1. The product is [OH:15][N:14]=[C:7]1[C:6]2[CH:10]=[CH:11][CH:12]=[CH:13][C:5]=2[CH:4]=[CH:3][N:2]([CH3:1])[C:8]1=[O:9]. The yield is 0.649.